Dataset: Reaction yield outcomes from USPTO patents with 853,638 reactions. Task: Predict the reaction yield, written as a fraction of the theoretical maximum amount of product (1.0 means a 100% yield; for example, 0.34 means a 34% yield). (1) The reactants are [C:9](O[C:9]([O:11][C:12]([CH3:15])([CH3:14])[CH3:13])=[O:10])([O:11][C:12]([CH3:15])([CH3:14])[CH3:13])=[O:10].[C:16]1([NH2:23])[CH:21]=[CH:20][CH:19]=[C:18]([NH2:22])[CH:17]=1. The catalyst is C(Cl)(Cl)Cl. The product is [C:12]([O:11][C:9](=[O:10])[NH:22][C:18]1[CH:19]=[CH:20][CH:21]=[C:16]([NH2:23])[CH:17]=1)([CH3:13])([CH3:14])[CH3:15]. The yield is 0.870. (2) The reactants are [Br:1][C:2]1[CH:7]=[CH:6][C:5]([C:8](=[O:13])[C:9]([F:12])([F:11])[F:10])=[CH:4][CH:3]=1.[BH4-].[Na+].C(Cl)Cl. The catalyst is C1COCC1. The product is [Br:1][C:2]1[CH:7]=[CH:6][C:5]([CH:8]([OH:13])[C:9]([F:11])([F:12])[F:10])=[CH:4][CH:3]=1. The yield is 0.920. (3) The reactants are [F:1][C:2]1[CH:12]=[C:11]([F:13])[CH:10]=[CH:9][C:3]=1[CH:4]=[CH:5][C:6]([OH:8])=[O:7].[H][H]. The catalyst is [Pd]. The product is [F:1][C:2]1[CH:12]=[C:11]([F:13])[CH:10]=[CH:9][C:3]=1[CH2:4][CH2:5][C:6]([OH:8])=[O:7]. The yield is 0.900. (4) The reactants are [CH3:1][C:2]1[O:6][N:5]=[C:4]([C:7]2[CH:12]=[CH:11][CH:10]=[CH:9][CH:8]=2)[C:3]=1[CH2:13][O:14][C:15]1[CH:23]=[CH:22][C:18]([C:19]([OH:21])=O)=[CH:17][N:16]=1.Cl.[N:25]1[N:29]2[CH2:30][CH2:31][CH2:32][NH:33][C:28]2=[CH:27][CH:26]=1. No catalyst specified. The product is [N:25]1[N:29]2[CH2:30][CH2:31][CH2:32][N:33]([C:19]([C:18]3[CH:17]=[N:16][C:15]([O:14][CH2:13][C:3]4[C:4]([C:7]5[CH:8]=[CH:9][CH:10]=[CH:11][CH:12]=5)=[N:5][O:6][C:2]=4[CH3:1])=[CH:23][CH:22]=3)=[O:21])[C:28]2=[CH:27][CH:26]=1. The yield is 0.310. (5) The reactants are [C:1]([C:3]1[CH:4]=[C:5]([NH:9][C:10]2[C:19]3[C:14](=[CH:15][C:16]([O:21][CH3:22])=[C:17]([NH2:20])[CH:18]=3)[N:13]=[CH:12][N:11]=2)[CH:6]=[CH:7][CH:8]=1)#[CH:2].C(=O)([O-])[O-].[Na+].[Na+].[O:29]1[C@H:34]2[CH2:35][N:36]([CH2:38]/[CH:39]=[CH:40]/[C:41](Cl)=[O:42])[CH2:37][C@H:33]2[O:32][CH2:31][CH2:30]1.O. The catalyst is C1COCC1.C(Cl)Cl. The product is [C:1]([C:3]1[CH:4]=[C:5]([NH:9][C:10]2[C:19]3[C:14](=[CH:15][C:16]([O:21][CH3:22])=[C:17]([NH:20][C:41](=[O:42])/[CH:40]=[CH:39]/[CH2:38][N:36]4[CH2:37][C@H:33]5[O:32][CH2:31][CH2:30][O:29][C@H:34]5[CH2:35]4)[CH:18]=3)[N:13]=[CH:12][N:11]=2)[CH:6]=[CH:7][CH:8]=1)#[CH:2]. The yield is 0.100. (6) The reactants are [CH:1]1([C:5]([NH:7][C:8]2[CH:13]=[CH:12][CH:11]=[CH:10][C:9]=2[CH:14]2[C:23]([CH3:25])([CH3:24])[CH2:22][C:21]3[C:16](=[CH:17][CH:18]=[C:19]([C:26]([O:28]C)=[O:27])[CH:20]=3)[NH:15]2)=[O:6])[CH2:4][CH2:3][CH2:2]1.[OH-].[Na+]. The catalyst is O1CCCC1. The product is [CH:1]1([C:5]([NH:7][C:8]2[CH:13]=[CH:12][CH:11]=[CH:10][C:9]=2[CH:14]2[C:23]([CH3:25])([CH3:24])[CH2:22][C:21]3[C:16](=[CH:17][CH:18]=[C:19]([C:26]([OH:28])=[O:27])[CH:20]=3)[NH:15]2)=[O:6])[CH2:4][CH2:3][CH2:2]1. The yield is 0.760. (7) The reactants are [NH2:1][C:2]1[CH:6]=[C:5]([C:7]#[C:8][C:9]([CH3:12])([CH3:11])[CH3:10])[S:4][C:3]=1[C:13]([O:15][CH3:16])=[O:14].C(O)(=O)C.[CH3:21][N:22]1[CH:26]=[CH:25][C:24]([CH:27]=O)=[N:23]1.C(O[BH-](OC(=O)C)OC(=O)C)(=O)C.[Na+].C([O-])(O)=O.[Na+]. The catalyst is ClCCCl. The product is [CH3:10][C:9]([CH3:11])([CH3:12])[C:8]#[C:7][C:5]1[S:4][C:3]([C:13]([O:15][CH3:16])=[O:14])=[C:2]([NH:1][CH2:27][C:24]2[CH:25]=[CH:26][N:22]([CH3:21])[N:23]=2)[CH:6]=1. The yield is 0.930. (8) The reactants are [OH:1][CH2:2][CH2:3][CH:4]1[NH:8][C:7](=[O:9])[N:6]([CH2:10][C:11]2[CH:16]=[CH:15][C:14]([CH3:17])=[CH:13][CH:12]=2)[C:5]1=[O:18].N1C=CN=C1.[Si:24](Cl)([C:37]([CH3:40])([CH3:39])[CH3:38])([C:31]1[CH:36]=[CH:35][CH:34]=[CH:33][CH:32]=1)[C:25]1[CH:30]=[CH:29][CH:28]=[CH:27][CH:26]=1.Cl. The catalyst is CN(C=O)C.[Cl-].[Na+].O.C(OCC)C. The product is [C:37]([Si:24]([C:31]1[CH:36]=[CH:35][CH:34]=[CH:33][CH:32]=1)([C:25]1[CH:26]=[CH:27][CH:28]=[CH:29][CH:30]=1)[O:1][CH2:2][CH2:3][CH:4]1[NH:8][C:7](=[O:9])[N:6]([CH2:10][C:11]2[CH:16]=[CH:15][C:14]([CH3:17])=[CH:13][CH:12]=2)[C:5]1=[O:18])([CH3:40])([CH3:38])[CH3:39]. The yield is 0.490. (9) The reactants are [O-]S(C(F)(F)F)(=O)=O.[CH2:9]([O:16][C:17]1[CH:18]=[C:19]([C:27]2[N:32]=[C:31]([C:33]([O:35][CH3:36])=[O:34])[CH:30]=[CH:29][C:28]=2O)[CH:20]=[CH:21][C:22]=1[C:23]([F:26])([F:25])[F:24])[C:10]1[CH:15]=[CH:14][CH:13]=[CH:12][CH:11]=1.[CH3:38][C:39]1[CH:44]=[CH:43][CH:42]=[CH:41][C:40]=1B(O)O. No catalyst specified. The product is [CH2:9]([O:16][C:17]1[CH:18]=[C:19]([C:27]2[N:32]=[C:31]([C:33]([O:35][CH3:36])=[O:34])[CH:30]=[CH:29][C:28]=2[C:40]2[CH:41]=[CH:42][CH:43]=[CH:44][C:39]=2[CH3:38])[CH:20]=[CH:21][C:22]=1[C:23]([F:24])([F:26])[F:25])[C:10]1[CH:11]=[CH:12][CH:13]=[CH:14][CH:15]=1. The yield is 0.890.